From a dataset of Full USPTO retrosynthesis dataset with 1.9M reactions from patents (1976-2016). Predict the reactants needed to synthesize the given product. Given the product [Cl:23][C:24]1[CH:25]=[C:26]([N:33]2[CH2:38][CH2:37][N:36]([C:10]([C:9]3[CH:13]=[C:14]([S:17]([CH3:20])(=[O:18])=[O:19])[CH:15]=[CH:16][C:8]=3[N:5]3[CH2:6][CH2:7][C:2]([F:21])([F:1])[CH2:3][CH2:4]3)=[O:11])[CH2:35][CH2:34]2)[CH:27]=[C:28]([Cl:32])[C:29]=1[O:30][CH3:31], predict the reactants needed to synthesize it. The reactants are: [F:1][C:2]1([F:21])[CH2:7][CH2:6][N:5]([C:8]2[CH:16]=[CH:15][C:14]([S:17]([CH3:20])(=[O:19])=[O:18])=[CH:13][C:9]=2[C:10](O)=[O:11])[CH2:4][CH2:3]1.Cl.[Cl:23][C:24]1[CH:25]=[C:26]([N:33]2[CH2:38][CH2:37][NH:36][CH2:35][CH2:34]2)[CH:27]=[C:28]([Cl:32])[C:29]=1[O:30][CH3:31].CCN(C(C)C)C(C)C.CN(C(ON1N=NC2C=CC=NC1=2)=[N+](C)C)C.F[P-](F)(F)(F)(F)F.